The task is: Regression. Given two drug SMILES strings and cell line genomic features, predict the synergy score measuring deviation from expected non-interaction effect.. This data is from NCI-60 drug combinations with 297,098 pairs across 59 cell lines. (1) Drug 1: C1CC(CNC1)C2=CC=C(C=C2)N3C=C4C=CC=C(C4=N3)C(=O)N. Drug 2: CC1CCC2CC(C(=CC=CC=CC(CC(C(=O)C(C(C(=CC(C(=O)CC(OC(=O)C3CCCCN3C(=O)C(=O)C1(O2)O)C(C)CC4CCC(C(C4)OC)OP(=O)(C)C)C)C)O)OC)C)C)C)OC. Cell line: OVCAR3. Synergy scores: CSS=27.9, Synergy_ZIP=1.23, Synergy_Bliss=6.77, Synergy_Loewe=7.45, Synergy_HSA=9.73. (2) Drug 1: C1=CC(=CC=C1CCC2=CNC3=C2C(=O)NC(=N3)N)C(=O)NC(CCC(=O)O)C(=O)O. Drug 2: CCN(CC)CCNC(=O)C1=C(NC(=C1C)C=C2C3=C(C=CC(=C3)F)NC2=O)C. Cell line: CAKI-1. Synergy scores: CSS=19.2, Synergy_ZIP=-2.09, Synergy_Bliss=-1.58, Synergy_Loewe=0.263, Synergy_HSA=2.57. (3) Drug 1: CC1=C2C(C(=O)C3(C(CC4C(C3C(C(C2(C)C)(CC1OC(=O)C(C(C5=CC=CC=C5)NC(=O)OC(C)(C)C)O)O)OC(=O)C6=CC=CC=C6)(CO4)OC(=O)C)OC)C)OC. Drug 2: C1CCN(CC1)CCOC2=CC=C(C=C2)C(=O)C3=C(SC4=C3C=CC(=C4)O)C5=CC=C(C=C5)O. Cell line: SK-MEL-28. Synergy scores: CSS=48.0, Synergy_ZIP=15.5, Synergy_Bliss=15.3, Synergy_Loewe=-3.16, Synergy_HSA=12.3. (4) Drug 1: C1=CC(=CC=C1CC(C(=O)O)N)N(CCCl)CCCl.Cl. Drug 2: CC1=C(C(=O)C2=C(C1=O)N3CC4C(C3(C2COC(=O)N)OC)N4)N. Cell line: A498. Synergy scores: CSS=24.2, Synergy_ZIP=-0.638, Synergy_Bliss=4.89, Synergy_Loewe=-9.61, Synergy_HSA=1.83. (5) Drug 1: CS(=O)(=O)C1=CC(=C(C=C1)C(=O)NC2=CC(=C(C=C2)Cl)C3=CC=CC=N3)Cl. Drug 2: CN(C(=O)NC(C=O)C(C(C(CO)O)O)O)N=O. Cell line: SF-295. Synergy scores: CSS=2.41, Synergy_ZIP=-2.92, Synergy_Bliss=-7.14, Synergy_Loewe=-6.25, Synergy_HSA=-6.06.